From a dataset of NCI-60 drug combinations with 297,098 pairs across 59 cell lines. Regression. Given two drug SMILES strings and cell line genomic features, predict the synergy score measuring deviation from expected non-interaction effect. Drug 1: CCN(CC)CCNC(=O)C1=C(NC(=C1C)C=C2C3=C(C=CC(=C3)F)NC2=O)C. Drug 2: COCCOC1=C(C=C2C(=C1)C(=NC=N2)NC3=CC=CC(=C3)C#C)OCCOC.Cl. Cell line: SF-295. Synergy scores: CSS=1.00, Synergy_ZIP=-2.62, Synergy_Bliss=-7.60, Synergy_Loewe=-1.87, Synergy_HSA=-7.19.